This data is from Reaction yield outcomes from USPTO patents with 853,638 reactions. The task is: Predict the reaction yield, written as a fraction of the theoretical maximum amount of product (1.0 means a 100% yield; for example, 0.34 means a 34% yield). The reactants are [NH2:1][C:2]1[CH:7]=[C:6]([N+:8]([O-:10])=[O:9])[CH:5]=[CH:4][C:3]=1[C:11]([N:13]1[CH2:18][CH2:17][N:16]([CH3:19])[CH2:15][CH2:14]1)=[O:12].[C:20]([O:23][C:24](=O)C)(=[O:22])C. The catalyst is C(Cl)Cl.CN(C1C=CN=CC=1)C. The product is [CH3:19][N:16]1[CH2:17][CH2:18][N:13]([C:11]([C:3]2[CH:4]=[CH:5][C:6]([N+:8]([O-:10])=[O:9])=[CH:7][C:2]=2[NH:1][C:20](=[O:22])[O:23][CH3:24])=[O:12])[CH2:14][CH2:15]1. The yield is 0.960.